Dataset: Catalyst prediction with 721,799 reactions and 888 catalyst types from USPTO. Task: Predict which catalyst facilitates the given reaction. (1) Reactant: [C:1](Cl)(=O)[C:2]1C=CC=C[CH:3]=1.[NH2:10][C:11]1[CH:16]=[CH:15][C:14]([C:17]([C:25]2[CH:30]=[CH:29][C:28]([Cl:31])=[CH:27][CH:26]=2)([OH:24])[C:18]2[N:22]([CH3:23])[CH:21]=[N:20][CH:19]=2)=[CH:13][C:12]=1[C:32]([C:34]1[CH:39]=[CH:38][CH:37]=[C:36]([Cl:40])[CH:35]=1)=[O:33].N1[CH:46]=[CH:45][CH:44]=[CH:43][CH:42]=1.[OH2:47]. Product: [Cl:40][C:36]1[CH:35]=[C:34]([CH:39]=[CH:38][CH:37]=1)[C:32]([C:12]1[CH:13]=[C:14]([C:17]([C:25]2[CH:26]=[CH:27][C:28]([Cl:31])=[CH:29][CH:30]=2)([OH:24])[C:18]2[N:22]([CH3:23])[CH:21]=[N:20][CH:19]=2)[CH:15]=[CH:16][C:11]=1[NH:10][C:42](=[O:47])[CH2:43][C:44]1[CH:3]=[CH:2][CH:1]=[CH:46][CH:45]=1)=[O:33]. The catalyst class is: 2. (2) Reactant: Br[C:2]1[CH:3]=[C:4]([C:20]2[CH:25]=[CH:24][C:23]([C:26]([O:28][CH2:29][CH3:30])=[O:27])=[CH:22][CH:21]=2)[CH:5]=[CH:6][C:7]=1[O:8][CH2:9][CH2:10][CH2:11][O:12][Si:13]([C:16]([CH3:19])([CH3:18])[CH3:17])([CH3:15])[CH3:14].[CH2:31]([N:33]([CH2:43][CH3:44])[C:34]1[CH:39]=[CH:38][C:37](B(O)O)=[CH:36][CH:35]=1)[CH3:32]. Product: [Si:13]([O:12][CH2:11][CH2:10][CH2:9][O:8][C:7]1[CH:6]=[CH:5][C:4]([C:20]2[CH:25]=[CH:24][C:23]([C:26]([O:28][CH2:29][CH3:30])=[O:27])=[CH:22][CH:21]=2)=[CH:3][C:2]=1[C:37]1[CH:38]=[CH:39][C:34]([N:33]([CH2:43][CH3:44])[CH2:31][CH3:32])=[CH:35][CH:36]=1)([C:16]([CH3:19])([CH3:18])[CH3:17])([CH3:15])[CH3:14]. The catalyst class is: 73. (3) Reactant: Br[C:2]1[CH:3]=[C:4]([C:8]2[C:16]([C:17]3[C:22]([F:23])=[CH:21][N:20]=[C:19]([NH:24][C:25]4[CH:30]=[CH:29][CH:28]=[C:27]([F:31])[CH:26]=4)[N:18]=3)=[C:11]3[CH:12]=[CH:13][CH:14]=[CH:15][N:10]3[N:9]=2)[CH:5]=[CH:6][CH:7]=1.CC1(C)C2C(=C(P(C3C=CC=CC=3)C3C=CC=CC=3)C=CC=2)OC2C(P(C3C=CC=CC=3)C3C=CC=CC=3)=CC=CC1=2.C([O-])([O-])=O.[Cs+].[Cs+].[F:80][C:81]1[CH:89]=[CH:88][CH:87]=[C:86]([F:90])[C:82]=1[C:83]([NH2:85])=[O:84]. Product: [F:80][C:81]1[CH:89]=[CH:88][CH:87]=[C:86]([F:90])[C:82]=1[C:83]([NH:85][C:2]1[CH:7]=[CH:6][CH:5]=[C:4]([C:8]2[C:16]([C:17]3[C:22]([F:23])=[CH:21][N:20]=[C:19]([NH:24][C:25]4[CH:30]=[CH:29][CH:28]=[C:27]([F:31])[CH:26]=4)[N:18]=3)=[C:11]3[CH:12]=[CH:13][CH:14]=[CH:15][N:10]3[N:9]=2)[CH:3]=1)=[O:84]. The catalyst class is: 62. (4) Reactant: [Cl:1][C:2]1[CH:3]=[C:4]2[C:9](=[CH:10][C:11]=1[O:12][C:13]1[CH:18]=[CH:17][C:16]([C:19](=[O:32])[NH:20][C:21]3[CH:30]=[CH:29][C:28]4[C:23](=[C:24]([CH3:31])[CH:25]=[CH:26][CH:27]=4)[N:22]=3)=[CH:15][CH:14]=1)[O:8][CH2:7][CH2:6][CH:5]2[C:33]([O:35]CC)=[O:34].[OH-].[Na+]. Product: [Cl:1][C:2]1[CH:3]=[C:4]2[C:9](=[CH:10][C:11]=1[O:12][C:13]1[CH:14]=[CH:15][C:16]([C:19](=[O:32])[NH:20][C:21]3[CH:30]=[CH:29][C:28]4[C:23](=[C:24]([CH3:31])[CH:25]=[CH:26][CH:27]=4)[N:22]=3)=[CH:17][CH:18]=1)[O:8][CH2:7][CH2:6][CH:5]2[C:33]([OH:35])=[O:34]. The catalyst class is: 36. (5) Reactant: Cl[C:2]1[N:3]=[N:4][C:5]([C:8]([F:11])([F:10])[F:9])=[CH:6][CH:7]=1.CC1(C)C(C)(C)OB([C:20]2[CH:21]=[C:22]3[C:26](=[CH:27][CH:28]=2)[N:25]([S:29]([C:32]2[CH:39]=[CH:38][C:35]([C:36]#[N:37])=[CH:34][CH:33]=2)(=[O:31])=[O:30])[CH2:24][CH2:23]3)O1.C(=O)([O-])[O-].[Cs+].[Cs+].[B-](F)(F)(F)F.CC([PH+](C(C)(C)C)C(C)(C)C)(C)C. Product: [F:9][C:8]([F:11])([F:10])[C:5]1[N:4]=[N:3][C:2]([C:20]2[CH:21]=[C:22]3[C:26](=[CH:27][CH:28]=2)[N:25]([S:29]([C:32]2[CH:39]=[CH:38][C:35]([C:36]#[N:37])=[CH:34][CH:33]=2)(=[O:31])=[O:30])[CH2:24][CH2:23]3)=[CH:7][CH:6]=1. The catalyst class is: 54. (6) Product: [NH2:29][C:24]1[CH:25]=[CH:26][CH:27]=[CH:28][C:23]=1[C:21]([NH:20][CH2:19][C:10]1[C:11]([NH:12][CH:13]2[CH2:18][CH2:17][O:16][CH2:15][CH2:14]2)=[C:6]2[CH:5]=[N:4][N:3]([CH2:1][CH3:2])[C:7]2=[N:8][C:9]=1[CH2:37][CH3:38])=[O:22]. The catalyst class is: 71. Reactant: [CH2:1]([N:3]1[C:7]2=[N:8][C:9]([CH2:37][CH3:38])=[C:10]([CH2:19][NH:20][C:21]([C:23]3[CH:28]=[CH:27][CH:26]=[CH:25][C:24]=3[NH:29]C(=O)OC(C)(C)C)=[O:22])[C:11]([NH:12][CH:13]3[CH2:18][CH2:17][O:16][CH2:15][CH2:14]3)=[C:6]2[CH:5]=[N:4]1)[CH3:2].Cl.